From a dataset of Forward reaction prediction with 1.9M reactions from USPTO patents (1976-2016). Predict the product of the given reaction. Given the reactants Br[C:2]1[CH:3]=[C:4]([C:14]([NH:16][CH2:17][C:18]2[C:19](=[O:26])[NH:20][C:21]([CH3:25])=[CH:22][C:23]=2[CH3:24])=[O:15])[C:5]2[CH:10]=[N:9][N:8]([CH:11]([CH3:13])[CH3:12])[C:6]=2[N:7]=1.C([Sn](CCCC)(CCCC)[C:32]([O:34][CH2:35][CH3:36])=[CH2:33])CCC, predict the reaction product. The product is: [CH3:24][C:23]1[CH:22]=[C:21]([CH3:25])[NH:20][C:19](=[O:26])[C:18]=1[CH2:17][NH:16][C:14]([C:4]1[C:5]2[CH:10]=[N:9][N:8]([CH:11]([CH3:13])[CH3:12])[C:6]=2[N:7]=[C:2]([C:32]([O:34][CH2:35][CH3:36])=[CH2:33])[CH:3]=1)=[O:15].